This data is from Reaction yield outcomes from USPTO patents with 853,638 reactions. The task is: Predict the reaction yield, written as a fraction of the theoretical maximum amount of product (1.0 means a 100% yield; for example, 0.34 means a 34% yield). (1) The yield is 0.200. The catalyst is C(#N)C. The product is [ClH:35].[NH2:1][CH2:4][C@@:5]1([CH3:15])[O:9][B:8]([OH:10])[C:7]2[CH:11]=[CH:12][CH:13]=[CH:14][C:6]1=2. The reactants are [N:1]([CH2:4][C@@:5]1([CH3:15])[O:9][B:8]([OH:10])[C:7]2[CH:11]=[CH:12][CH:13]=[CH:14][C:6]1=2)=[N+]=[N-].C1(P(C2C=CC=CC=2)C2C=CC=CC=2)C=CC=CC=1.[ClH:35]. (2) The reactants are [NH2:1][C:2]1[CH:3]=[C:4]([CH:8]=[CH:9][CH:10]=1)[C:5]([OH:7])=[O:6].[C:11](N1C=CN=C1)(N1C=CN=C1)=[S:12].C(N(CC)CC)C.Cl. The catalyst is CCCCCCC.C(Cl)Cl. The product is [N:1]([C:2]1[CH:3]=[C:4]([CH:8]=[CH:9][CH:10]=1)[C:5]([OH:7])=[O:6])=[C:11]=[S:12]. The yield is 0.930.